Task: Regression/Classification. Given a drug SMILES string, predict its toxicity properties. Task type varies by dataset: regression for continuous values (e.g., LD50, hERG inhibition percentage) or binary classification for toxic/non-toxic outcomes (e.g., AMES mutagenicity, cardiotoxicity, hepatotoxicity). Dataset: herg_karim.. Dataset: hERG potassium channel inhibition data for cardiac toxicity prediction from Karim et al. The compound is COCCOc1cc2ncc(C(N)=O)c(Nc3cc(C)ccc3F)c2cc1N1CCN(C)CC1. The result is 0 (non-blocker).